This data is from Forward reaction prediction with 1.9M reactions from USPTO patents (1976-2016). The task is: Predict the product of the given reaction. (1) Given the reactants [Cl:1][C:2]1[CH:21]=[CH:20][C:5]([CH2:6][N:7]2[C:15]3[C:10](=[CH:11][C:12]([C:16](O)=[O:17])=[CH:13][CH:14]=3)[CH:9]=[C:8]2[CH3:19])=[CH:4][CH:3]=1, predict the reaction product. The product is: [Cl:1][C:2]1[CH:21]=[CH:20][C:5]([CH2:6][N:7]2[C:15]3[C:10](=[CH:11][C:12]([CH2:16][OH:17])=[CH:13][CH:14]=3)[CH:9]=[C:8]2[CH3:19])=[CH:4][CH:3]=1. (2) Given the reactants [CH3:1][C:2]1([CH2:14][OH:15])[O:7][C:6]2=[N:8][C:9]([N+:11]([O-:13])=[O:12])=[CH:10][N:5]2[CH2:4][CH2:3]1.[I:16][C:17]1[CH:24]=[CH:23][C:20]([CH2:21]Br)=[CH:19][CH:18]=1.[H-].[Na+], predict the reaction product. The product is: [I:16][C:17]1[CH:24]=[CH:23][C:20]([CH2:21][O:15][CH2:14][C:2]2([CH3:1])[O:7][C:6]3=[N:8][C:9]([N+:11]([O-:13])=[O:12])=[CH:10][N:5]3[CH2:4][CH2:3]2)=[CH:19][CH:18]=1. (3) Given the reactants [NH2:1][C:2]1([CH2:14][OH:15])[CH2:5][CH:4]([O:6][CH2:7][C:8]2[CH:13]=[CH:12][CH:11]=[CH:10][CH:9]=2)[CH2:3]1.[C:16](O[C:16]([O:18][C:19]([CH3:22])([CH3:21])[CH3:20])=[O:17])([O:18][C:19]([CH3:22])([CH3:21])[CH3:20])=[O:17].C(N(CC)CC)C, predict the reaction product. The product is: [C:19]([O:18][C:16](=[O:17])[NH:1][C:2]1([CH2:14][OH:15])[CH2:3][CH:4]([O:6][CH2:7][C:8]2[CH:13]=[CH:12][CH:11]=[CH:10][CH:9]=2)[CH2:5]1)([CH3:22])([CH3:21])[CH3:20]. (4) Given the reactants [N:1]([C:4]1[CH:13]=[CH:12][CH:11]=[C:10]2[C:5]=1[CH:6]=[CH:7][N:8]=[CH:9]2)=[C:2]=[O:3].[F:14][C:15]([F:28])([F:27])[C:16]1[CH:25]=[C:24]2[C:19]([CH:20]([NH2:26])[CH2:21][CH2:22][O:23]2)=[CH:18][CH:17]=1, predict the reaction product. The product is: [CH:9]1[C:10]2[C:5](=[C:4]([NH:1][C:2]([NH:26][CH:20]3[C:19]4[C:24](=[CH:25][C:16]([C:15]([F:28])([F:14])[F:27])=[CH:17][CH:18]=4)[O:23][CH2:22][CH2:21]3)=[O:3])[CH:13]=[CH:12][CH:11]=2)[CH:6]=[CH:7][N:8]=1. (5) Given the reactants Br[CH2:2][C:3]([C:5]12[CH2:14][CH:9]3[CH2:10][CH:11]([CH2:13][CH:7]([CH2:8]3)[CH2:6]1)[CH2:12]2)=[O:4].[CH3:15][C:16]1[CH:21]=[CH:20][C:19]([SH:22])=[CH:18][CH:17]=1, predict the reaction product. The product is: [C:5]12([C:3](=[O:4])[CH2:2][S:22][C:19]3[CH:20]=[CH:21][C:16]([CH3:15])=[CH:17][CH:18]=3)[CH2:14][CH:9]3[CH2:10][CH:11]([CH2:13][CH:7]([CH2:8]3)[CH2:6]1)[CH2:12]2. (6) Given the reactants I[CH2:2][CH2:3][CH2:4][C:5]#[CH:6].[NH:7]1[CH2:12][CH2:11][O:10][CH2:9][CH2:8]1, predict the reaction product. The product is: [CH2:2]([N:7]1[CH2:12][CH2:11][O:10][CH2:9][CH2:8]1)[CH2:3][CH2:4][C:5]#[CH:6]. (7) Given the reactants [CH2:1]1[O:9][CH:2]1[C:3]1[CH:8]=[CH:7][CH:6]=[CH:5][CH:4]=1.[NH:10]1[CH2:14][CH2:13][CH2:12][CH2:11]1, predict the reaction product. The product is: [OH:9][CH:2]([C:3]1[CH:8]=[CH:7][CH:6]=[CH:5][CH:4]=1)[CH2:1][N:10]1[CH2:14][CH2:13][CH2:12][CH2:11]1. (8) Given the reactants Cl[C:2]1[N:11]=[C:10]([CH3:12])[C:9]([N+:13]([O-])=O)=[CH:8][C:3]=1[C:4]([O:6][CH3:7])=[O:5].C(N(CC)CC)C, predict the reaction product. The product is: [NH2:13][C:9]1[C:10]([CH3:12])=[N:11][CH:2]=[C:3]([CH:8]=1)[C:4]([O:6][CH3:7])=[O:5]. (9) Given the reactants [NH2:1][CH2:2][CH2:3][NH:4][C:5]([CH:7]1[CH2:12][CH2:11][N:10]([C:13]2[C:18]([Cl:19])=[CH:17][N:16]=[CH:15][C:14]=2[Cl:20])[CH2:9][CH2:8]1)=[O:6].[CH:21]1([CH:27]=O)[CH2:26][CH2:25][CH2:24][CH2:23][CH2:22]1.C([BH3-])#N.[Na+], predict the reaction product. The product is: [CH:21]1([CH2:27][NH:1][CH2:2][CH2:3][NH:4][C:5]([CH:7]2[CH2:8][CH2:9][N:10]([C:13]3[C:14]([Cl:20])=[CH:15][N:16]=[CH:17][C:18]=3[Cl:19])[CH2:11][CH2:12]2)=[O:6])[CH2:26][CH2:25][CH2:24][CH2:23][CH2:22]1.